The task is: Predict the reactants needed to synthesize the given product.. This data is from Full USPTO retrosynthesis dataset with 1.9M reactions from patents (1976-2016). (1) Given the product [F:14][C:15]1[C:20]([O:10][C:9](=[O:11])[CH2:8][C:5]2[CH:6]=[CH:7][C:2]([OH:1])=[C:3]([O:12][CH3:13])[CH:4]=2)=[C:19]([F:22])[C:18]([F:23])=[C:17]([F:24])[C:16]=1[F:25], predict the reactants needed to synthesize it. The reactants are: [OH:1][C:2]1[CH:7]=[CH:6][C:5]([CH2:8][C:9]([OH:11])=[O:10])=[CH:4][C:3]=1[O:12][CH3:13].[F:14][C:15]1[C:20](O)=[C:19]([F:22])[C:18]([F:23])=[C:17]([F:24])[C:16]=1[F:25].Cl.C(N=C=NCCCN(C)C)C. (2) Given the product [CH3:26][O:27][C:28]1[C:29](=[O:57])[C:30]([CH3:56])=[C:31]([CH2:37][C:38]2[CH:39]=[CH:40][C:41]([O:47][C:48]3[CH:53]=[CH:52][CH:51]=[C:50]([O:54][CH3:55])[CH:49]=3)=[C:42]([CH:46]=2)[C:43]([NH:7][C:6]2[CH:8]=[CH:9][C:3]([O:2][CH3:1])=[CH:4][CH:5]=2)=[O:44])[C:32](=[O:36])[C:33]=1[O:34][CH3:35], predict the reactants needed to synthesize it. The reactants are: [CH3:1][O:2][C:3]1[CH:9]=[CH:8][C:6]([NH2:7])=[CH:5][CH:4]=1.C(N(CC)CC)C.[Cl-].ClC1N(C)CC[NH+]1C.[CH3:26][O:27][C:28]1[C:29](=[O:57])[C:30]([CH3:56])=[C:31]([CH2:37][C:38]2[CH:39]=[CH:40][C:41]([O:47][C:48]3[CH:53]=[CH:52][CH:51]=[C:50]([O:54][CH3:55])[CH:49]=3)=[C:42]([CH:46]=2)[C:43](O)=[O:44])[C:32](=[O:36])[C:33]=1[O:34][CH3:35]. (3) Given the product [ClH:14].[C:1]([C:5]1[N:9]=[CH:8][N:7]([CH2:10][Cl:14])[N:6]=1)([CH3:4])([CH3:3])[CH3:2], predict the reactants needed to synthesize it. The reactants are: [C:1]([C:5]1[N:9]=[CH:8][N:7]([CH2:10]O)[N:6]=1)([CH3:4])([CH3:3])[CH3:2].S(Cl)([Cl:14])=O. (4) Given the product [Cl:1][C:2]1[CH:7]=[CH:6][C:5](/[CH:8]=[CH:9]/[CH2:10][OH:11])=[CH:4][C:3]=1[F:15], predict the reactants needed to synthesize it. The reactants are: [Cl:1][C:2]1[CH:7]=[CH:6][C:5](/[CH:8]=[CH:9]/[C:10](OCC)=[O:11])=[CH:4][C:3]=1[F:15].[H-].C([Al+]CC(C)C)C(C)C. (5) Given the product [O:21]1[CH2:26][CH2:25][CH2:24][CH2:23][CH:22]1[O:1][C:2]1[CH:3]=[C:4]([C:8]23[CH2:13][CH2:12][C:11]([CH2:16][C:17]([O:19][CH3:20])=[O:18])([CH2:14][CH2:15]2)[CH2:10][O:9]3)[CH:5]=[CH:6][CH:7]=1, predict the reactants needed to synthesize it. The reactants are: [OH:1][C:2]1[CH:3]=[C:4]([C:8]23[CH2:15][CH2:14][C:11]([CH2:16][C:17]([O:19][CH3:20])=[O:18])([CH2:12][CH2:13]2)[CH2:10][O:9]3)[CH:5]=[CH:6][CH:7]=1.[O:21]1[CH:26]=[CH:25][CH2:24][CH2:23][CH2:22]1.CC1C=CC(S([O-])(=O)=O)=CC=1.C1C=C[NH+]=CC=1. (6) Given the product [CH3:1][C:2]1[C:6]([C:7]2[CH:14]=[C:13]([NH2:15])[C:10]([NH:11][CH3:12])=[C:9]([I:18])[CH:8]=2)=[C:5]([CH3:19])[O:4][N:3]=1, predict the reactants needed to synthesize it. The reactants are: [CH3:1][C:2]1[C:6]([C:7]2[CH:14]=[C:13]([N+:15]([O-])=O)[C:10]([NH:11][CH3:12])=[C:9]([I:18])[CH:8]=2)=[C:5]([CH3:19])[O:4][N:3]=1.CCO.[Sn](Cl)Cl. (7) Given the product [F:20][C:7]1([C:4]2[S:5][CH:6]=[C:2]([CH3:1])[N:3]=2)[CH2:12][CH2:11][O:10][CH2:9][CH2:8]1, predict the reactants needed to synthesize it. The reactants are: [CH3:1][C:2]1[N:3]=[C:4]([C:7]2(O)[CH2:12][CH2:11][O:10][CH2:9][CH2:8]2)[S:5][CH:6]=1.CCN(S(F)(F)[F:20])CC.C(=O)([O-])[O-].[Na+].[Na+]. (8) Given the product [Cl:1][C:2]1[CH:26]=[CH:25][C:5]([CH2:6][NH:7][C:8]([C:10]2[C:11](=[O:24])[C:12]3[CH:19]=[C:18]([CH2:20][CH2:21][CH2:22][OH:23])[S:17][C:13]=3[N:14]([CH3:16])[CH:15]=2)=[O:9])=[CH:4][CH:3]=1, predict the reactants needed to synthesize it. The reactants are: [Cl:1][C:2]1[CH:26]=[CH:25][C:5]([CH2:6][NH:7][C:8]([C:10]2[C:11](=[O:24])[C:12]3[CH:19]=[C:18]([C:20]#[C:21][CH2:22][OH:23])[S:17][C:13]=3[N:14]([CH3:16])[CH:15]=2)=[O:9])=[CH:4][CH:3]=1.C(Cl)Cl.C(O)C. (9) Given the product [NH2:16][CH2:15][C:14]1[CH:17]=[CH:18][C:11]([N:4]([CH3:5])[C:3]2[CH:6]=[CH:7][CH:8]=[CH:9][C:2]=2[Cl:1])=[CH:12][CH:13]=1, predict the reactants needed to synthesize it. The reactants are: [Cl:1][C:2]1[CH:9]=[CH:8][CH:7]=[CH:6][C:3]=1[NH:4][CH3:5].F[C:11]1[CH:18]=[CH:17][C:14]([C:15]#[N:16])=[CH:13][CH:12]=1.